Dataset: Forward reaction prediction with 1.9M reactions from USPTO patents (1976-2016). Task: Predict the product of the given reaction. (1) Given the reactants [CH3:1][C:2]1[N:7]=[C:6]2[O:8][C:9]([NH2:11])=[N:10][C:5]2=[CH:4][CH:3]=1.[H-].[Na+].[C:14](N1C=CC=CC1=O)(N1C=CC=CC1=O)=S.[N-]=C=S.[NH2:33][CH2:34][C:35]1([NH2:43])[CH:40]2[CH2:41][CH2:42][N:37]([CH2:38][CH2:39]2)[CH2:36]1.C([O-])([O-])=O.[Cs+].[Cs+], predict the reaction product. The product is: [N:37]12[CH2:38][CH2:39][CH:40]([CH2:41][CH2:42]1)[C:35]1([CH2:34][N:33]=[C:14]([NH:11][C:9]3[O:8][C:6]4[C:5]([N:10]=3)=[CH:4][CH:3]=[C:2]([CH3:1])[N:7]=4)[NH:43]1)[CH2:36]2. (2) The product is: [CH3:19][O:20][C:21](=[O:33])[CH2:22][C@H:23]1[C:27]2[CH:28]=[CH:29][C:30]([O:18][C@H:13]3[C:14]4[C:10](=[C:9]([C:3]5[C:4]([CH3:8])=[CH:5][CH:6]=[CH:7][C:2]=5[CH3:1])[CH:17]=[CH:16][CH:15]=4)[CH2:11][CH2:12]3)=[CH:31][C:26]=2[O:25][CH2:24]1. Given the reactants [CH3:1][C:2]1[CH:7]=[CH:6][CH:5]=[C:4]([CH3:8])[C:3]=1[C:9]1[CH:17]=[CH:16][CH:15]=[C:14]2[C:10]=1[CH2:11][CH2:12][C@@H:13]2[OH:18].[CH3:19][O:20][C:21](=[O:33])[CH2:22][C@H:23]1[C:27]2[CH:28]=[CH:29][C:30](O)=[CH:31][C:26]=2[O:25][CH2:24]1, predict the reaction product. (3) Given the reactants Br[C:2]1[CH:3]=[C:4]([CH:20]([CH3:22])[CH3:21])[CH:5]=[C:6]2[C:10]=1[NH:9][C:8]1[C:11]([CH2:17][CH2:18][OH:19])([CH2:15][CH3:16])[O:12][CH2:13][CH2:14][C:7]2=1.[CH:23]1[C:31]2[C:30]3[CH:32]=[CH:33][CH:34]=[CH:35][C:29]=3[O:28][C:27]=2[C:26](B(O)O)=[CH:25][CH:24]=1, predict the reaction product. The product is: [CH:23]1[C:31]2[C:30]3[CH:32]=[CH:33][CH:34]=[CH:35][C:29]=3[O:28][C:27]=2[CH:26]=[C:25]([C:2]2[CH:3]=[C:4]([CH:20]([CH3:21])[CH3:22])[CH:5]=[C:6]3[C:10]=2[NH:9][C:8]2[C:11]([CH2:17][CH2:18][OH:19])([CH2:15][CH3:16])[O:12][CH2:13][CH2:14][C:7]3=2)[CH:24]=1. (4) The product is: [CH3:18][C:14]1([CH3:19])[CH2:15][C:16](=[O:17])[N:11]([C:8]2[CH:9]=[CH:10][C:5]([O:4][C:2]([N:32]3[CH2:33][CH2:34][N:29]([CH2:28][C:24]4[CH:23]=[N:22][CH:27]=[CH:26][CH:25]=4)[CH2:30][CH2:31]3)=[O:3])=[CH:6][CH:7]=2)[C:12](=[O:20])[CH2:13]1. Given the reactants Cl[C:2]([O:4][C:5]1[CH:10]=[CH:9][C:8]([N:11]2[C:16](=[O:17])[CH2:15][C:14]([CH3:19])([CH3:18])[CH2:13][C:12]2=[O:20])=[CH:7][CH:6]=1)=[O:3].Cl.[N:22]1[CH:27]=[CH:26][CH:25]=[C:24]([CH2:28][N:29]2[CH2:34][CH2:33][NH:32][CH2:31][CH2:30]2)[CH:23]=1, predict the reaction product. (5) Given the reactants C(NC(C)C)(C)C.[Li]CCCC.[CH3:13][N:14]([CH2:16][CH:17]1[CH:22]2[CH2:23][CH:19]([CH2:20][CH2:21]2)[C:18]1=[O:24])[CH3:15].C1C=CC(N([S:32]([C:35]([F:38])([F:37])[F:36])(=[O:34])=[O:33])[S:32]([C:35]([F:38])([F:37])[F:36])(=[O:34])=[O:33])=CC=1, predict the reaction product. The product is: [CH3:15][N:14]([CH2:16][C:17]1[CH:22]2[CH2:23][CH:19]([CH2:20][CH2:21]2)[C:18]=1[O:24][S:32]([C:35]([F:38])([F:37])[F:36])(=[O:34])=[O:33])[CH3:13]. (6) The product is: [CH3:1][O:2][C:3]1[CH:20]=[CH:19][C:18]2[C@@H:17]3[C@H:8]([C@@:9]45[CH2:24][C@@H:10]4[CH2:11][C@H:12]([OH:21])[C@:13]5([CH2:15][CH2:16]3)[CH3:14])[C@H:7]([CH3:22])[CH2:6][C:5]=2[CH:4]=1. Given the reactants [CH3:1][O:2][C:3]1[CH:20]=[CH:19][C:18]2[C@@H:17]3[C@H:8]([C:9]4[C@@:13]([CH2:15][CH2:16]3)([CH3:14])[C@@H:12]([OH:21])[CH2:11][CH:10]=4)[C@H:7]([CH3:22])[CH2:6][C:5]=2[CH:4]=1.I[CH2:24]I.C([Zn]CC)C.[Cl-].[NH4+], predict the reaction product.